From a dataset of Forward reaction prediction with 1.9M reactions from USPTO patents (1976-2016). Predict the product of the given reaction. (1) Given the reactants [F:1][C:2]1[C:3]([I:11])=[C:4]2[NH:10][N:9]=[CH:8][C:5]2=[N:6][CH:7]=1.C([O-])([O-])=O.[Cs+].[Cs+].Cl[CH2:19][C:20]([NH:22][C:23](=[O:29])[O:24][C:25]([CH3:28])([CH3:27])[CH3:26])=[O:21], predict the reaction product. The product is: [F:1][C:2]1[CH:7]=[N:6][C:5]2=[CH:8][N:9]([CH2:19][C:20]([NH:22][C:23](=[O:29])[O:24][C:25]([CH3:28])([CH3:27])[CH3:26])=[O:21])[N:10]=[C:4]2[C:3]=1[I:11]. (2) Given the reactants [CH3:1][C:2]1[CH:20]=[CH:19][CH:18]=[C:17]([CH3:21])[C:3]=1[CH2:4][O:5][C:6]1[CH:7]=[C:8]([CH2:14][C:15]#[N:16])[CH:9]=[CH:10][C:11]=1[O:12][CH3:13].[N-:22]=[N+:23]=[N-:24].[Na+].[Cl-].[NH4+].C(OCC)(=O)C, predict the reaction product. The product is: [CH3:21][C:17]1[CH:18]=[CH:19][CH:20]=[C:2]([CH3:1])[C:3]=1[CH2:4][O:5][C:6]1[CH:7]=[C:8]([CH:9]=[CH:10][C:11]=1[O:12][CH3:13])[CH2:14][C:15]1[NH:24][N:23]=[N:22][N:16]=1. (3) Given the reactants C(N(CC)CC)C.[Cl:8][C:9]1[N:10]=[C:11]([C:16]([NH:18][C@@H:19]2[CH2:24][CH2:23][N:22]([C:25]([O:27][C:28]([CH3:31])([CH3:30])[CH3:29])=[O:26])[CH2:21][C@H:20]2[OH:32])=[O:17])[NH:12][C:13]=1[CH2:14][CH3:15].O, predict the reaction product. The product is: [Cl:8][C:9]1[N:10]=[C:11]([C:16]([NH:18][CH:19]2[CH2:24][CH2:23][N:22]([C:25]([O:27][C:28]([CH3:31])([CH3:30])[CH3:29])=[O:26])[CH2:21][C:20]2=[O:32])=[O:17])[NH:12][C:13]=1[CH2:14][CH3:15]. (4) Given the reactants [CH2:1]([NH:8][CH2:9][CH2:10][NH:11][C:12](=[O:18])[O:13][C:14]([CH3:17])([CH3:16])[CH3:15])[C:2]1[CH:7]=[CH:6][CH:5]=[CH:4][CH:3]=1.[CH2:19]=O, predict the reaction product. The product is: [CH2:1]([N:8]([CH3:19])[CH2:9][CH2:10][NH:11][C:12](=[O:18])[O:13][C:14]([CH3:15])([CH3:17])[CH3:16])[C:2]1[CH:7]=[CH:6][CH:5]=[CH:4][CH:3]=1.